This data is from Forward reaction prediction with 1.9M reactions from USPTO patents (1976-2016). The task is: Predict the product of the given reaction. (1) Given the reactants C([N:8]1[C:12]([C:13]([F:16])([F:15])[F:14])=[CH:11][C:10]([N:17]([CH2:21][CH2:22][CH3:23])[CH2:18][CH2:19][CH3:20])=[N:9]1)C1C=CC=CC=1.C(O)=O, predict the reaction product. The product is: [CH2:21]([N:17]([CH2:18][CH2:19][CH3:20])[C:10]1[CH:11]=[C:12]([C:13]([F:15])([F:16])[F:14])[NH:8][N:9]=1)[CH2:22][CH3:23]. (2) Given the reactants FC1C(O[C:9]([C:11]2[N:12]([CH3:32])[C:13]3[C:21]([CH:22]=2)=[C:20]2[C:16]([C:17](=[O:24])[NH:18][C:19]2=[O:23])=[C:15]([C:25]2[CH:30]=[CH:29][CH:28]=[CH:27][C:26]=2[Cl:31])[CH:14]=3)=[O:10])=C(F)C(F)=C(F)C=1F.O.C[N:39](C)C=O, predict the reaction product. The product is: [Cl:31][C:26]1[CH:27]=[CH:28][CH:29]=[CH:30][C:25]=1[C:15]1[CH:14]=[C:13]2[C:21]([CH:22]=[C:11]([C:9]([NH2:39])=[O:10])[N:12]2[CH3:32])=[C:20]2[C:16]=1[C:17](=[O:24])[NH:18][C:19]2=[O:23]. (3) Given the reactants [ClH:1].Cl.[F:3][C:4]1[CH:9]=[C:8]([F:10])[CH:7]=[CH:6][C:5]=1[N:11]1[C:15]2[CH:16]=[CH:17][CH:18]=[CH:19][C:14]=2[N:13]([CH2:20][CH2:21][N:22]2[CH2:27][CH2:26][NH:25][CH2:24][CH2:23]2)[S:12]1(=[O:29])=[O:28].[C:30](#N)C.CO, predict the reaction product. The product is: [ClH:1].[ClH:1].[F:3][C:4]1[CH:9]=[C:8]([F:10])[CH:7]=[CH:6][C:5]=1[N:11]1[C:15]2[CH:16]=[CH:17][CH:18]=[CH:19][C:14]=2[N:13]([CH2:20][CH2:21][N:22]2[CH2:27][CH2:26][N:25]([CH3:30])[CH2:24][CH2:23]2)[S:12]1(=[O:29])=[O:28]. (4) Given the reactants [Br:1][C:2]1[C:3]([NH:9][C:10]2[CH:15]=[CH:14][CH:13]=[CH:12][C:11]=2[NH:16][S:17]([CH3:20])(=[O:19])=[O:18])=[N:4][C:5](Cl)=[N:6][CH:7]=1.[CH3:21][O:22][C:23]1[CH:29]=[C:28]([O:30][CH3:31])[CH:27]=[CH:26][C:24]=1[NH2:25], predict the reaction product. The product is: [Br:1][C:2]1[C:3]([NH:9][C:10]2[CH:15]=[CH:14][CH:13]=[CH:12][C:11]=2[NH:16][S:17]([CH3:20])(=[O:19])=[O:18])=[N:4][C:5]([NH:25][C:24]2[CH:26]=[CH:27][C:28]([O:30][CH3:31])=[CH:29][C:23]=2[O:22][CH3:21])=[N:6][CH:7]=1. (5) Given the reactants [CH:1](=[N:8][C:9]1C=CC=[CH:11][CH:10]=1)[C:2]1[CH:7]=[CH:6][CH:5]=[CH:4][CH:3]=1.NCCC[Si:19]([O:24][CH3:25])([O:22][CH3:23])[O:20][CH3:21].[SiH4], predict the reaction product. The product is: [C:2]1([CH:1]=[N:8][CH2:9][CH2:10][CH2:11][Si:19]([O:24][CH3:25])([O:22][CH3:23])[O:20][CH3:21])[CH:7]=[CH:6][CH:5]=[CH:4][CH:3]=1.